From a dataset of Forward reaction prediction with 1.9M reactions from USPTO patents (1976-2016). Predict the product of the given reaction. Given the reactants [Cl:1][C:2]1[CH:3]=[C:4]([S:8]([NH:11][C:12]2[CH:13]=[C:14]([CH:27]=[CH:28][CH:29]=2)[C:15]([NH:17][C:18]2[CH:26]=[CH:25][C:21]([C:22]([OH:24])=[O:23])=[CH:20][CH:19]=2)=[O:16])(=[O:10])=[O:9])[CH:5]=[CH:6][CH:7]=1.Cl[C:31]1C=C(S(Cl)(=O)=O)C=C[CH:36]=1, predict the reaction product. The product is: [CH2:31]([O:23][C:22](=[O:24])[C:21]1[CH:25]=[CH:26][C:18]([NH:17][C:15](=[O:16])[C:14]2[CH:27]=[CH:28][CH:29]=[C:12]([NH:11][S:8]([C:4]3[CH:5]=[CH:6][CH:7]=[C:2]([Cl:1])[CH:3]=3)(=[O:9])=[O:10])[CH:13]=2)=[CH:19][CH:20]=1)[CH3:36].